This data is from Forward reaction prediction with 1.9M reactions from USPTO patents (1976-2016). The task is: Predict the product of the given reaction. (1) Given the reactants [BH4-].[Ca+2].[BH4-].[Cl-].[Ca+2].[Cl-].[BH4-].[Na+].[CH2:9]([N:16]1[C:24]([C:25]2[CH:35]=[CH:34][C:28]([C:29](OCC)=[O:30])=[CH:27][CH:26]=2)=[C:23]2[C:18]([CH:19]=[CH:20][CH:21]=[CH:22]2)=[N:17]1)[C:10]1[CH:15]=[CH:14][CH:13]=[CH:12][CH:11]=1, predict the reaction product. The product is: [CH2:9]([N:16]1[C:24]([C:25]2[CH:26]=[CH:27][C:28]([CH2:29][OH:30])=[CH:34][CH:35]=2)=[C:23]2[C:18]([CH:19]=[CH:20][CH:21]=[CH:22]2)=[N:17]1)[C:10]1[CH:11]=[CH:12][CH:13]=[CH:14][CH:15]=1. (2) Given the reactants Cl[C:2](Cl)(Cl)[C:3]([O:6][C:7]([N:9]1[CH:14]2[C:15]([C:28](OCC)=[O:29])=[C:16]([C:18]3[CH:23]=[CH:22][CH:21]=[C:20]([CH2:24][CH:25]([OH:27])[CH3:26])[CH:19]=3)[CH2:17][CH:10]1[CH2:11][N:12]([C:33](=[O:35])[CH3:34])[CH2:13]2)=[O:8])([CH3:5])C.[CH3:38][NH:39][CH2:40][CH2:41][C:42]1[CH:47]=[CH:46][CH:45]=[CH:44][CH:43]=1.CCN(C(C)C)C(C)C.C1C=CC2N(O)N=NC=2C=1.CCN=C=NCCCN(C)C.[ClH:78].[CH2:79]([Cl:81])[Cl:80], predict the reaction product. The product is: [Cl:80][C:79]([Cl:78])([Cl:81])[C:3]([O:6][C:7]([N:9]1[CH:14]2[C:15]([C:28](=[O:29])[N:39]([CH3:38])[CH2:40][CH2:41][C:42]3[CH:47]=[CH:46][CH:45]=[CH:44][CH:43]=3)=[C:16]([C:18]3[CH:23]=[CH:22][CH:21]=[C:20]([CH2:24][CH:25]([OH:27])[CH3:26])[CH:19]=3)[CH2:17][CH:10]1[CH2:11][N:12]([C:33](=[O:35])[CH3:34])[CH2:13]2)=[O:8])([CH3:2])[CH3:5].